This data is from Catalyst prediction with 721,799 reactions and 888 catalyst types from USPTO. The task is: Predict which catalyst facilitates the given reaction. (1) Reactant: Cl.Cl.C(NN=C(C1C=C(C(=NNC(=N)N)C)C=C(C=1)N[C:16](=[O:23])[C:17]1[CH:22]=[CH:21][CH:20]=[CH:19][CH:18]=1)C)(=N)N.[C:32]([C:35]1[CH:36]=[C:37]([CH:39]=[C:40]([C:42](=[O:44])[CH3:43])[CH:41]=1)[NH2:38])(=[O:34])[CH3:33].N1C=CC=CC=1.C(Cl)(=O)C1C=CC=CC=1. Product: [C:16]([NH:38][C:37]1[CH:39]=[C:40]([C:42](=[O:44])[CH3:43])[CH:41]=[C:35]([C:32](=[O:34])[CH3:33])[CH:36]=1)(=[O:23])[C:17]1[CH:22]=[CH:21][CH:20]=[CH:19][CH:18]=1. The catalyst class is: 30. (2) Reactant: Cl[C:2]1[CH:7]=[CH:6][C:5]([C:8]#[C:9][C:10]2[N:11]=[C:12]([CH3:15])[S:13][CH:14]=2)=[CH:4][N:3]=1.[F:16][C:17]1[CH:22]=[CH:21][CH:20]=[CH:19][C:18]=1B(O)O.C(=O)([O-])[O-].[K+].[K+]. Product: [F:16][C:17]1[CH:22]=[CH:21][CH:20]=[CH:19][C:18]=1[C:2]1[CH:7]=[CH:6][C:5]([C:8]#[C:9][C:10]2[N:11]=[C:12]([CH3:15])[S:13][CH:14]=2)=[CH:4][N:3]=1. The catalyst class is: 235. (3) Reactant: C(OC(=O)[NH:7][C:8]1[CH:13]=[CH:12][C:11]([C:14]2[C:22]([F:23])=[C:21]3[C:17]([C:18]([NH2:24])=[N:19][NH:20]3)=[CH:16][CH:15]=2)=[CH:10][CH:9]=1)(C)(C)C.FC(F)(F)C(O)=O.[OH-].[Na+]. Product: [NH2:7][C:8]1[CH:9]=[CH:10][C:11]([C:14]2[C:22]([F:23])=[C:21]3[C:17]([C:18]([NH2:24])=[N:19][NH:20]3)=[CH:16][CH:15]=2)=[CH:12][CH:13]=1. The catalyst class is: 96. (4) Reactant: C1(P(C2C=CC=CC=2)C2C=CC=CC=2)C=CC=CC=1.CCOC(/N=N/C(OCC)=O)=O.[N:32]12[CH2:39][CH2:38][CH:35]([CH2:36][CH2:37]1)[CH:34]([OH:40])[CH2:33]2.[I:41][C:42]1[CH:47]=[CH:46][C:45](O)=[CH:44][CH:43]=1.[OH-].[Na+]. Product: [I:41][C:42]1[CH:47]=[CH:46][C:45]([O:40][CH:34]2[CH:35]3[CH2:38][CH2:39][N:32]([CH2:37][CH2:36]3)[CH2:33]2)=[CH:44][CH:43]=1. The catalyst class is: 12. (5) Reactant: CN(C=O)C.[CH3:6][O:7][C:8](=[O:24])[CH2:9][CH2:10][C:11](=[O:23])[N:12]1[C:17]2[CH:18]=[CH:19][C:20]([OH:22])=[CH:21][C:16]=2[O:15][CH2:14][CH2:13]1.[H-].[Na+].Cl[CH2:28][C:29]1[S:33][C:32]([C:34]([F:37])([F:36])[F:35])=[C:31]([C:38]2[CH:43]=[CH:42][CH:41]=[CH:40][CH:39]=2)[CH:30]=1. Product: [CH3:6][O:7][C:8](=[O:24])[CH2:9][CH2:10][C:11](=[O:23])[N:12]1[C:17]2[CH:18]=[CH:19][C:20]([O:22][CH2:28][C:29]3[S:33][C:32]([C:34]([F:36])([F:35])[F:37])=[C:31]([C:38]4[CH:43]=[CH:42][CH:41]=[CH:40][CH:39]=4)[CH:30]=3)=[CH:21][C:16]=2[O:15][CH2:14][CH2:13]1. The catalyst class is: 170. (6) Reactant: Cl.Cl.[NH:3]1[CH2:6][CH:5]([C:7]2[C:8]([O:28][CH3:29])=[C:9]([CH:15]([N:17]3[C:21]4=[N:22][CH:23]=[N:24][C:25]([NH2:26])=[C:20]4[C:19]([CH3:27])=[N:18]3)[CH3:16])[CH:10]=[C:11]([Cl:14])[C:12]=2[CH3:13])[CH2:4]1.C(N(CC)CC)C.[CH3:37][N:38]1[CH:42]=[C:41]([C:43](Cl)=[O:44])[CH:40]=[N:39]1. Product: [Cl:14][C:11]1[C:12]([CH3:13])=[C:7]([CH:5]2[CH2:4][N:3]([C:43]([C:41]3[CH:40]=[N:39][N:38]([CH3:37])[CH:42]=3)=[O:44])[CH2:6]2)[C:8]([O:28][CH3:29])=[C:9]([CH:15]([N:17]2[C:21]3=[N:22][CH:23]=[N:24][C:25]([NH2:26])=[C:20]3[C:19]([CH3:27])=[N:18]2)[CH3:16])[CH:10]=1. The catalyst class is: 2. (7) Reactant: [Cl:1][C:2]1[CH:3]=[CH:4][C:5]([N:35]2[CH:39]=[C:38]([C:40]([F:43])([F:42])[F:41])[N:37]=[N:36]2)=[C:6]([C:8]2[N:9]=[CH:10][N:11]([C@@H:15]3[C:31]4[CH:32]=[C:27]([CH:28]=[CH:29][N:30]=4)[C:26]4[NH:25][N:24]=[CH:23][C:22]=4[NH:21][C:20](=[O:33])[C@H:19]([CH3:34])[CH2:18][CH2:17][CH2:16]3)[C:12](=[O:14])[CH:13]=2)[CH:7]=1.Cl[C:45]([F:50])([F:49])C([O-])=O.[Na+].C([O-])([O-])=O.[Cs+].[Cs+]. Product: [Cl:1][C:2]1[CH:3]=[CH:4][C:5]([N:35]2[CH:39]=[C:38]([C:40]([F:41])([F:43])[F:42])[N:37]=[N:36]2)=[C:6]([C:8]2[N:9]=[CH:10][N:11]([C@@H:15]3[C:31]4[CH:32]=[C:27]([CH:28]=[CH:29][N:30]=4)[C:26]4[C:22](=[CH:23][N:24]([CH:45]([F:50])[F:49])[N:25]=4)[NH:21][C:20](=[O:33])[C@H:19]([CH3:34])[CH2:18][CH2:17][CH2:16]3)[C:12](=[O:14])[CH:13]=2)[CH:7]=1. The catalyst class is: 3. (8) Reactant: [CH3:1][Mg]Br.[F:4][C:5]([F:30])([F:29])[C:6]1[N:10]2[N:11]=[C:12]([O:19][CH2:20][C:21]3[N:26]=[C:25]([CH2:27][OH:28])[CH:24]=[CH:23][CH:22]=3)[C:13]3[C:18]([C:9]2=[N:8][N:7]=1)=[CH:17][CH:16]=[CH:15][CH:14]=3. Product: [F:30][C:5]([F:4])([F:29])[C:6]1[N:10]2[N:11]=[C:12]([O:19][CH2:20][C:21]3[N:26]=[C:25]([CH:27]([OH:28])[CH3:1])[CH:24]=[CH:23][CH:22]=3)[C:13]3[C:18]([C:9]2=[N:8][N:7]=1)=[CH:17][CH:16]=[CH:15][CH:14]=3. The catalyst class is: 1. (9) Reactant: [Br:1][C:2]1[CH:10]=[C:9]([C:11]([F:14])([F:13])[F:12])[CH:8]=[C:7]2[C:3]=1[CH:4]=[N:5][NH:6]2.[O:15]1[CH:20]=[CH:19][CH2:18][CH2:17][CH2:16]1. Product: [Br:1][C:2]1[CH:10]=[C:9]([C:11]([F:14])([F:12])[F:13])[CH:8]=[C:7]2[C:3]=1[CH:4]=[N:5][N:6]2[CH:16]1[CH2:17][CH2:18][CH2:19][CH2:20][O:15]1. The catalyst class is: 1. (10) Reactant: F[C:2]1[CH:3]=[C:4]([CH3:12])[C:5]([N+:9]([O-:11])=[O:10])=[C:6]([CH3:8])[CH:7]=1.[N:13]1([C:19]([O:21][C:22]([CH3:25])([CH3:24])[CH3:23])=[O:20])[CH2:18][CH2:17][NH:16][CH2:15][CH2:14]1.C(=O)([O-])[O-].[K+].[K+].O. Product: [CH3:8][C:6]1[CH:7]=[C:2]([N:16]2[CH2:15][CH2:14][N:13]([C:19]([O:21][C:22]([CH3:25])([CH3:24])[CH3:23])=[O:20])[CH2:18][CH2:17]2)[CH:3]=[C:4]([CH3:12])[C:5]=1[N+:9]([O-:11])=[O:10]. The catalyst class is: 9.